Task: Predict the reaction yield, written as a fraction of the theoretical maximum amount of product (1.0 means a 100% yield; for example, 0.34 means a 34% yield).. Dataset: Reaction yield outcomes from USPTO patents with 853,638 reactions (1) The yield is 0.130. The catalyst is O1CCCC1. The reactants are [CH3:1][O:2][C:3]1[CH:13]=[CH:12][CH:11]=[C:10]([CH3:14])[C:4]=1[C:5]([O:7]CC)=O.C([N-]C(C)C)(C)C.[Li+].C1CCCCC1.[C:29](#[N:38])[C:30]1[CH:35]=[CH:34][C:33]([O:36][CH3:37])=[CH:32][CH:31]=1. The product is [CH3:1][O:2][C:3]1[CH:13]=[CH:12][CH:11]=[C:10]2[C:4]=1[C:5](=[O:7])[NH:38][C:29]([C:30]1[CH:35]=[CH:34][C:33]([O:36][CH3:37])=[CH:32][CH:31]=1)=[CH:14]2. (2) The reactants are Cl[C:2]1[CH:3]=[C:4]([C:8]2[N:9]=[CH:10][N:11]([C:13]3[C:18]([CH3:19])=[CH:17][CH:16]=[CH:15][C:14]=3[CH3:20])[CH:12]=2)[CH:5]=[CH:6][CH:7]=1.[NH2:21][C:22]1[CH:27]=[CH:26][CH:25]=[CH:24][CH:23]=1.[CH3:28][C:29]([CH3:32])([O-])[CH3:30].[Na+].C1(P(C2CCCCC2)C2C=CC=[CH:43][C:42]=2[C:47]2[C:52](OC)=[CH:51][CH:50]=[CH:49][C:48]=2OC)CCCCC1. The catalyst is C1(C)C=CC=CC=1.C1C=CC(/C=C/C(/C=C/C2C=CC=CC=2)=O)=CC=1.C1C=CC(/C=C/C(/C=C/C2C=CC=CC=2)=O)=CC=1.C1C=CC(/C=C/C(/C=C/C2C=CC=CC=2)=O)=CC=1.[Pd].[Pd]. The product is [CH3:28][C:29]1[CH:32]=[CH:3][CH:2]=[C:7]([CH3:6])[C:30]=1[N:9]1[CH:43]=[C:42]([C:47]2[CH:48]=[C:49]([CH:50]=[CH:51][CH:52]=2)[N:21]([C:2]2[CH:7]=[CH:6][CH:5]=[C:4]([C:8]3[N:9]=[CH:10][N:11]([C:13]4[C:18]([CH3:19])=[CH:17][CH:16]=[CH:15][C:14]=4[CH3:20])[CH:12]=3)[CH:3]=2)[C:22]2[CH:27]=[CH:26][CH:25]=[CH:24][CH:23]=2)[N:11]=[CH:10]1. The yield is 0.510. (3) The reactants are [CH2:1]([C:3]1[CH:10]=[CH:9][C:6]([C:7]#[N:8])=[C:5]([F:11])[CH:4]=1)[CH3:2].[H-].[H-].[H-].[H-].[Li+].[Al+3]. The catalyst is CCOCC. The product is [CH2:1]([C:3]1[CH:10]=[CH:9][C:6]([CH2:7][NH2:8])=[C:5]([F:11])[CH:4]=1)[CH3:2]. The yield is 0.950.